This data is from Reaction yield outcomes from USPTO patents with 853,638 reactions. The task is: Predict the reaction yield, written as a fraction of the theoretical maximum amount of product (1.0 means a 100% yield; for example, 0.34 means a 34% yield). The reactants are [S:1]1[CH:5]=[C:4]([C:6]([OH:8])=O)[N:3]=[CH:2]1.F[P-](F)(F)(F)(F)F.ClC(=[N+]1CCCC1)N1CCCC1.C(N(C(C)C)CC)(C)C.[CH2:37]([S:44]([N:47]1[CH:51]=[CH:50][C:49]([NH2:52])=[CH:48]1)(=[O:46])=[O:45])[C:38]1[CH:43]=[CH:42][CH:41]=[CH:40][CH:39]=1. The catalyst is ClCCCl. The product is [CH2:37]([S:44]([N:47]1[CH:51]=[CH:50][C:49]([NH:52][C:6]([C:4]2[N:3]=[CH:2][S:1][CH:5]=2)=[O:8])=[CH:48]1)(=[O:46])=[O:45])[C:38]1[CH:43]=[CH:42][CH:41]=[CH:40][CH:39]=1. The yield is 0.0500.